Dataset: NCI-60 drug combinations with 297,098 pairs across 59 cell lines. Task: Regression. Given two drug SMILES strings and cell line genomic features, predict the synergy score measuring deviation from expected non-interaction effect. (1) Cell line: SNB-19. Drug 1: CC1=C(C(CCC1)(C)C)C=CC(=CC=CC(=CC(=O)O)C)C. Synergy scores: CSS=49.9, Synergy_ZIP=3.48, Synergy_Bliss=2.92, Synergy_Loewe=-10.9, Synergy_HSA=2.00. Drug 2: CC1CCCC2(C(O2)CC(NC(=O)CC(C(C(=O)C(C1O)C)(C)C)O)C(=CC3=CSC(=N3)C)C)C. (2) Drug 1: CC1=C2C(C(=O)C3(C(CC4C(C3C(C(C2(C)C)(CC1OC(=O)C(C(C5=CC=CC=C5)NC(=O)C6=CC=CC=C6)O)O)OC(=O)C7=CC=CC=C7)(CO4)OC(=O)C)O)C)OC(=O)C. Drug 2: C(CCl)NC(=O)N(CCCl)N=O. Cell line: EKVX. Synergy scores: CSS=8.50, Synergy_ZIP=-2.59, Synergy_Bliss=1.20, Synergy_Loewe=-2.40, Synergy_HSA=1.43.